This data is from HIV replication inhibition screening data with 41,000+ compounds from the AIDS Antiviral Screen. The task is: Binary Classification. Given a drug SMILES string, predict its activity (active/inactive) in a high-throughput screening assay against a specified biological target. (1) The molecule is O=[N+]([O-])c1cccc(C2=NOC(C3CCCCC3)C2)c1. The result is 0 (inactive). (2) The drug is COc1ccc(C(C#N)=Cc2cccc(OC)c2OC)cc1. The result is 0 (inactive). (3) The drug is COc1cc2c3c(c1OC)C(=O)C(=O)C1=C3N(CCC1)CC2. The result is 0 (inactive). (4) The molecule is Cc1nc2ccccc2c(=O)n1NC(=O)c1ccccn1. The result is 0 (inactive). (5) The molecule is CC(O)CN1c2ccccc2Sc2ccc(Cl)cc21. The result is 0 (inactive). (6) The compound is CCCCCCCCCCCCCCOP(=O)(O)OCCC=C(c1cc(Cl)c(O)c(C(=O)O)c1)c1cc(Cl)c(O)c(C(=O)O)c1.N. The result is 0 (inactive). (7) The compound is O=c1c(Cl)nsnc1Cl. The result is 0 (inactive). (8) The molecule is CN(C)NC(=S)Nc1ccccc1Br. The result is 0 (inactive).